Predict the reactants needed to synthesize the given product. From a dataset of Full USPTO retrosynthesis dataset with 1.9M reactions from patents (1976-2016). (1) Given the product [Br:1][C:2]1[CH:8]=[CH:7][C:5]([NH:6][C:14](=[O:16])/[CH:13]=[N:26]/[OH:27])=[CH:4][C:3]=1[O:9][CH3:10], predict the reactants needed to synthesize it. The reactants are: [Br:1][C:2]1[CH:8]=[CH:7][C:5]([NH2:6])=[CH:4][C:3]=1[O:9][CH3:10].Cl.Cl[C:13](Cl)(Cl)[CH:14]([OH:16])O.[O-]S([O-])(=O)=O.[Na+].[Na+].[NH2:26][OH:27].Cl. (2) The reactants are: C([O:4][CH2:5][C:6]1[C:7]([N:32]2[N:41]=[CH:40][C:39]3[C:34](=[C:35]([F:46])[CH:36]=[C:37]([C:42]([CH3:45])([CH3:44])[CH3:43])[CH:38]=3)[C:33]2=[O:47])=[N:8][CH:9]=[CH:10][C:11]=1[C:12]1[CH:17]=[C:16]([NH:18][C:19]2[CH:29]=[C:22]3[CH2:23][O:24][C:25]([CH3:28])([CH3:27])[CH2:26][N:21]3[N:20]=2)[C:15](=[O:30])[N:14]([CH3:31])[CH:13]=1)(=O)C.[OH-].[Li+]. Given the product [C:42]([C:37]1[CH:38]=[C:39]2[C:34](=[C:35]([F:46])[CH:36]=1)[C:33](=[O:47])[N:32]([C:7]1[C:6]([CH2:5][OH:4])=[C:11]([C:12]3[CH:17]=[C:16]([NH:18][C:19]4[CH:29]=[C:22]5[CH2:23][O:24][C:25]([CH3:28])([CH3:27])[CH2:26][N:21]5[N:20]=4)[C:15](=[O:30])[N:14]([CH3:31])[CH:13]=3)[CH:10]=[CH:9][N:8]=1)[N:41]=[CH:40]2)([CH3:45])([CH3:43])[CH3:44], predict the reactants needed to synthesize it. (3) Given the product [N:5]1([CH2:4][CH2:3][O:44][C:35]2[CH:36]=[C:37]([C:40]([F:42])([F:43])[F:41])[CH:38]=[CH:39][C:34]=2[C:30]2[N:31]=[CH:32][N:33]=[C:28]([O:27][C:24]3[CH:25]=[C:26]4[C:21]([CH:20]=[CH:19][CH:18]=[N:17]4)=[CH:22][CH:23]=3)[CH:29]=2)[CH2:10][CH2:9][O:8][CH2:7][CH2:6]1, predict the reactants needed to synthesize it. The reactants are: Cl.Cl[CH2:3][CH2:4][N:5]1[CH2:10][CH2:9][O:8][CH2:7][CH2:6]1.C([O-])([O-])=O.[K+].[K+].[N:17]1[C:26]2[C:21](=[CH:22][CH:23]=[C:24]([O:27][C:28]3[N:33]=[CH:32][N:31]=[C:30]([C:34]4[CH:39]=[CH:38][C:37]([C:40]([F:43])([F:42])[F:41])=[CH:36][C:35]=4[OH:44])[CH:29]=3)[CH:25]=2)[CH:20]=[CH:19][CH:18]=1.[H-].[Na+]. (4) Given the product [CH3:25][O:26][C:27](=[O:28])/[CH:29]=[CH:18]/[C:14]1[CH:15]=[C:16]([CH3:17])[N:12]([CH2:11][C:10]2[CH:20]=[C:21]([Cl:24])[CH:22]=[CH:23][C:9]=2[O:8][CH2:1][C:2]2[CH:7]=[CH:6][CH:5]=[CH:4][CH:3]=2)[N:13]=1, predict the reactants needed to synthesize it. The reactants are: [CH2:1]([O:8][C:9]1[CH:23]=[CH:22][C:21]([Cl:24])=[CH:20][C:10]=1[CH2:11][N:12]1[C:16]([CH3:17])=[CH:15][C:14]([CH:18]=O)=[N:13]1)[C:2]1[CH:7]=[CH:6][CH:5]=[CH:4][CH:3]=1.[CH3:25][O:26][C:27]([CH:29]=P(C1C=CC=CC=1)(C1C=CC=CC=1)C1C=CC=CC=1)=[O:28]. (5) Given the product [CH3:1][O:2][C:3](=[O:21])[CH2:4][C:5]1[CH:10]=[CH:9][CH:8]=[C:7]([S:11]([C:14]2[CH:15]=[CH:16][C:17]([O:20][CH2:35][CH2:34][C:24]3[N:25]=[C:26]([C:28]4[CH:33]=[CH:32][CH:31]=[CH:30][CH:29]=4)[O:27][C:23]=3[CH3:22])=[CH:18][CH:19]=2)(=[O:12])=[O:13])[CH:6]=1, predict the reactants needed to synthesize it. The reactants are: [CH3:1][O:2][C:3](=[O:21])[CH2:4][C:5]1[CH:10]=[CH:9][CH:8]=[C:7]([S:11]([C:14]2[CH:19]=[CH:18][C:17]([OH:20])=[CH:16][CH:15]=2)(=[O:13])=[O:12])[CH:6]=1.[CH3:22][C:23]1[O:27][C:26]([C:28]2[CH:33]=[CH:32][CH:31]=[CH:30][CH:29]=2)=[N:25][C:24]=1[CH2:34][CH2:35]O.C1(P(C2C=CC=CC=2)C2C=CC=CC=2)C=CC=CC=1.N(C(OC(C)C)=O)=NC(OC(C)C)=O. (6) The reactants are: [C:1]([O:5][C:6]([C:8]1[CH:13]=[CH:12][C:11]([C:14]([OH:24])([C:18]2[CH:23]=[CH:22][CH:21]=[CH:20][CH:19]=2)[C:15](O)=[O:16])=[CH:10][CH:9]=1)=[O:7])([CH3:4])([CH3:3])[CH3:2].[C:25]([O:29][C:30]([NH:32][CH2:33][C:34]1[CH:48]=[CH:47][C:46]([Cl:49])=[CH:45][C:35]=1[CH2:36][NH:37][C:38](=[O:44])[C@@H:39]1[CH2:43][CH2:42][CH2:41][NH:40]1)=[O:31])([CH3:28])([CH3:27])[CH3:26].C1C=C2N=NN(O)C2=CC=1.O.C(Cl)CCl.C(N(C(C)C)CC)(C)C. Given the product [C:1]([O:5][C:6]([C:8]1[CH:13]=[CH:12][C:11]([C:14]([OH:24])([C:18]2[CH:19]=[CH:20][CH:21]=[CH:22][CH:23]=2)[C:15]([N:40]2[CH2:41][CH2:42][CH2:43][C@H:39]2[C:38]([NH:37][CH2:36][C:35]2[CH:45]=[C:46]([Cl:49])[CH:47]=[CH:48][C:34]=2[CH2:33][NH:32][C:30]([O:29][C:25]([CH3:28])([CH3:26])[CH3:27])=[O:31])=[O:44])=[O:16])=[CH:10][CH:9]=1)=[O:7])([CH3:4])([CH3:2])[CH3:3], predict the reactants needed to synthesize it.